From a dataset of Peptide-MHC class II binding affinity with 134,281 pairs from IEDB. Regression. Given a peptide amino acid sequence and an MHC pseudo amino acid sequence, predict their binding affinity value. This is MHC class II binding data. (1) The peptide sequence is KGNKTCGFVDERGLY. The MHC is DRB1_0802 with pseudo-sequence DRB1_0802. The binding affinity (normalized) is 0.0516. (2) The peptide sequence is EKKYIAATQFEPLAA. The MHC is DRB1_0701 with pseudo-sequence DRB1_0701. The binding affinity (normalized) is 0.644. (3) The binding affinity (normalized) is 0.462. The MHC is DRB1_0901 with pseudo-sequence DRB1_0901. The peptide sequence is CDGSILGAAVNGKKS. (4) The peptide sequence is ALREKVLGLPAIKAW. The MHC is DRB1_0701 with pseudo-sequence DRB1_0701. The binding affinity (normalized) is 0.448. (5) The peptide sequence is EVGEYRQPSGGSVPV. The MHC is H-2-IAb with pseudo-sequence H-2-IAb. The binding affinity (normalized) is 0.